From a dataset of Forward reaction prediction with 1.9M reactions from USPTO patents (1976-2016). Predict the product of the given reaction. (1) Given the reactants [CH3:1][S:2]([NH:5][C:6]1[CH:14]=[C:13]2[C:9]([CH:10]=[C:11]([C:15]([NH:17][C:18]3[CH:19]=[C:20]([C:24]4[CH:29]=[CH:28][C:27]([N+:30]([O-])=O)=[CH:26][C:25]=4[C:33]([F:36])([F:35])[F:34])[CH:21]=[CH:22][CH:23]=3)=[O:16])[NH:12]2)=[CH:8][CH:7]=1)(=[O:4])=[O:3].[NH4+].[Cl-], predict the reaction product. The product is: [NH2:30][C:27]1[CH:28]=[CH:29][C:24]([C:20]2[CH:21]=[CH:22][CH:23]=[C:18]([NH:17][C:15]([C:11]3[NH:12][C:13]4[C:9]([CH:10]=3)=[CH:8][CH:7]=[C:6]([NH:5][S:2]([CH3:1])(=[O:4])=[O:3])[CH:14]=4)=[O:16])[CH:19]=2)=[C:25]([C:33]([F:35])([F:36])[F:34])[CH:26]=1. (2) Given the reactants Br[CH2:2][C:3]#[C:4][CH3:5].[O:6]=[CH:7][C:8]1[CH:16]=[CH:15][C:13]([OH:14])=[C:10]([O:11]C)[CH:9]=1.[C:17](=O)([O-])[O-].[K+].[K+], predict the reaction product. The product is: [CH2:2]([O:11][C:10]1[CH:9]=[C:8]([CH:16]=[CH:15][C:13]=1[O:14][CH3:17])[CH:7]=[O:6])[C:3]#[C:4][CH3:5]. (3) Given the reactants Br[C:2]1[CH:7]=[CH:6][CH:5]=[CH:4][N:3]=1.C([Li])CCC.[O:13]1[CH2:18][CH2:17][C:16](=[O:19])[CH2:15][CH2:14]1, predict the reaction product. The product is: [OH:19][C:16]1([C:2]2[CH:7]=[CH:6][CH:5]=[CH:4][N:3]=2)[CH2:17][CH2:18][O:13][CH2:14][CH2:15]1. (4) Given the reactants [NH2:1][C:2]1[N:7]=[C:6]([Cl:8])[C:5]([NH:9]C=O)=[C:4]([NH:12][CH2:13][C:14]2[CH:19]=[CH:18][CH:17]=[C:16]([CH2:20][O:21][C@H:22]3[CH2:26][CH2:25][O:24][CH2:23]3)[N:15]=2)[N:3]=1.Cl.[OH-].[Na+], predict the reaction product. The product is: [Cl:8][C:6]1[N:7]=[C:2]([NH2:1])[N:3]=[C:4]([NH:12][CH2:13][C:14]2[CH:19]=[CH:18][CH:17]=[C:16]([CH2:20][O:21][C@H:22]3[CH2:26][CH2:25][O:24][CH2:23]3)[N:15]=2)[C:5]=1[NH2:9].